This data is from Forward reaction prediction with 1.9M reactions from USPTO patents (1976-2016). The task is: Predict the product of the given reaction. (1) Given the reactants Cl[CH2:2][CH2:3][O:4][C:5]1[CH:10]=[CH:9][C:8]([CH:11]2[C:20]([C:21]3[C:22]([O:29][CH3:30])=[N:23][C:24]([O:27][CH3:28])=[N:25][CH:26]=3)=[C:19]([CH3:31])[C:18]3[C:13](=[CH:14][C:15]([O:32]COCC[Si](C)(C)C)=[CH:16][CH:17]=3)[O:12]2)=[CH:7][CH:6]=1.[NH:41]1[CH2:45][CH2:44][CH2:43][CH2:42]1, predict the reaction product. The product is: [CH3:28][O:27][C:24]1[N:23]=[C:22]([O:29][CH3:30])[C:21]([C:20]2[CH:11]([C:8]3[CH:9]=[CH:10][C:5]([O:4][CH2:3][CH2:2][N:41]4[CH2:45][CH2:44][CH2:43][CH2:42]4)=[CH:6][CH:7]=3)[O:12][C:13]3[C:18]([C:19]=2[CH3:31])=[CH:17][CH:16]=[C:15]([OH:32])[CH:14]=3)=[CH:26][N:25]=1. (2) Given the reactants C[O:2][C:3](=[O:34])[CH2:4][CH2:5][NH:6][C:7](=[O:33])[C:8]([CH3:32])([C:10]1[CH:15]=[CH:14][C:13]([CH2:16][CH2:17][CH2:18][NH:19][C@@H:20]([C:22]2[C:31]3[C:26](=[CH:27][CH:28]=[CH:29][CH:30]=3)[CH:25]=[CH:24][CH:23]=2)[CH3:21])=[CH:12][CH:11]=1)[CH3:9].[Li+].[OH-], predict the reaction product. The product is: [CH3:32][C:8]([CH3:9])([C:10]1[CH:11]=[CH:12][C:13]([CH2:16][CH2:17][CH2:18][NH:19][C@@H:20]([C:22]2[C:31]3[C:26](=[CH:27][CH:28]=[CH:29][CH:30]=3)[CH:25]=[CH:24][CH:23]=2)[CH3:21])=[CH:14][CH:15]=1)[C:7]([NH:6][CH2:5][CH2:4][C:3]([OH:34])=[O:2])=[O:33]. (3) Given the reactants CS(C)=O.C(=O)([O-])[O-].[K+].[K+].[CH3:11][O:12][C:13]1[CH:14]=[C:15]2[C:20](=[CH:21][CH:22]=1)[CH:19]=[C:18]([OH:23])[CH:17]=[CH:16]2.I[CH2:25][C:26]1([C:37]([O:39][CH2:40][CH3:41])=[O:38])[CH2:29][N:28]([C:30]([O:32][C:33]([CH3:36])([CH3:35])[CH3:34])=[O:31])[CH2:27]1, predict the reaction product. The product is: [CH3:11][O:12][C:13]1[CH:14]=[C:15]2[C:20](=[CH:21][CH:22]=1)[CH:19]=[C:18]([O:23][CH2:25][C:26]1([C:37]([O:39][CH2:40][CH3:41])=[O:38])[CH2:29][N:28]([C:30]([O:32][C:33]([CH3:34])([CH3:35])[CH3:36])=[O:31])[CH2:27]1)[CH:17]=[CH:16]2. (4) Given the reactants [CH3:1][O:2][C:3]1[C:4]([CH3:34])=[C:5]([C:25]([O:32][CH3:33])=[C:26]([O:30][CH3:31])[C:27]=1[O:28][CH3:29])[CH2:6][C:7]1[CH:8]=[C:9](OS(C(F)(F)F)(=O)=O)[CH:10]=[C:11]([CH:16]=1)C(OC)=O.[C:35](=[O:38])([O-])[O-:36].[Na+].[Na+].[Cl-].[Li+].[C:43]1(B(O)O)[CH:48]=[CH:47][CH:46]=[CH:45][CH:44]=1.[C:52]1(C)C=CC=CC=1, predict the reaction product. The product is: [CH3:1][O:2][C:3]1[C:4]([CH3:34])=[C:5]([C:25]([O:32][CH3:33])=[C:26]([O:30][CH3:31])[C:27]=1[O:28][CH3:29])[CH2:6][C:7]1[CH:8]=[CH:9][C:10]([C:43]2[CH:48]=[CH:47][CH:46]=[CH:45][CH:44]=2)=[C:11]([CH:16]=1)[C:35]([O:36][CH3:52])=[O:38]. (5) Given the reactants Cl[C:2]1[CH:7]=[C:6](F)[CH:5]=[CH:4][C:3]=1[CH2:9][C:10]([NH2:12])=O.[F:13][C:14]1[CH:19]=[CH:18][CH:17]=[CH:16][C:15]=1[CH2:20][C:21]([NH2:23])=[O:22], predict the reaction product. The product is: [C:9]1([C@H:20]2[C@H:20]([C:15]3[CH:16]=[CH:17][CH:18]=[CH:19][C:14]=3[F:13])[C:21](=[O:22])[NH:23][C:21]2=[O:22])[C:3]2=[C:4]3[C:5](=[CH:6][CH:7]=[CH:2]2)[CH2:19][CH2:14][CH2:15][N:12]3[CH:10]=1. (6) Given the reactants C([O-])([O-])=O.[Cs+].[Cs+].[F:7][C:8]([F:24])([F:23])[CH:9]([C:11]1[CH:16]=[CH:15][CH:14]=[CH:13][C:12]=1[C:17]1[CH:18]=[N:19][CH:20]=[N:21][CH:22]=1)[OH:10].[NH2:25][C:26]1[N:31]=[C:30](Cl)[CH:29]=[C:28]([Cl:33])[N:27]=1.O, predict the reaction product. The product is: [Cl:33][C:28]1[CH:29]=[C:30]([O:10][CH:9]([C:11]2[CH:16]=[CH:15][CH:14]=[CH:13][C:12]=2[C:17]2[CH:22]=[N:21][CH:20]=[N:19][CH:18]=2)[C:8]([F:7])([F:23])[F:24])[N:31]=[C:26]([NH2:25])[N:27]=1.